This data is from Forward reaction prediction with 1.9M reactions from USPTO patents (1976-2016). The task is: Predict the product of the given reaction. (1) Given the reactants [CH2:1]([OH:3])[CH3:2].[OH-].[K+].Cl[C:7]1[C:12]([C:13]([F:16])([F:15])[F:14])=[CH:11][C:10]([N+:17]([O-:19])=[O:18])=[CH:9][C:8]=1[C:20]([F:23])([F:22])[F:21], predict the reaction product. The product is: [CH2:1]([O:3][C:7]1[C:8]([C:20]([F:21])([F:22])[F:23])=[CH:9][C:10]([N+:17]([O-:19])=[O:18])=[CH:11][C:12]=1[C:13]([F:14])([F:15])[F:16])[CH3:2]. (2) Given the reactants [CH:1]1([NH:7][C:8]2[CH:15]=[C:14]([N:16]3[C:24]4[CH2:23][C:22]([CH3:26])([CH3:25])[CH2:21][C:20](=[O:27])[C:19]=4[C:18]([CH3:28])=[N:17]3)[CH:13]=[C:12]([F:29])[C:9]=2[C:10]#[N:11])[CH2:6][CH2:5][CH2:4][CH2:3][CH2:2]1.C1(N)CCCCC1.[OH-:37].[Na+].OO, predict the reaction product. The product is: [CH:1]1([NH:7][C:8]2[CH:15]=[C:14]([N:16]3[C:24]4[CH2:23][C:22]([CH3:26])([CH3:25])[CH2:21][C:20](=[O:27])[C:19]=4[C:18]([CH3:28])=[N:17]3)[CH:13]=[C:12]([F:29])[C:9]=2[C:10]([NH2:11])=[O:37])[CH2:6][CH2:5][CH2:4][CH2:3][CH2:2]1. (3) Given the reactants Cl[CH2:2][CH2:3][NH:4][C:5]([NH:7][C:8]1[CH:9]=[N:10][N:11]([CH2:13][C:14]2[C:15]([CH3:20])=[N:16][O:17][C:18]=2[CH3:19])[CH:12]=1)=[O:6].[H-].[Na+], predict the reaction product. The product is: [CH3:20][C:15]1[C:14]([CH2:13][N:11]2[CH:12]=[C:8]([N:7]3[CH2:2][CH2:3][NH:4][C:5]3=[O:6])[CH:9]=[N:10]2)=[C:18]([CH3:19])[O:17][N:16]=1.